From a dataset of Full USPTO retrosynthesis dataset with 1.9M reactions from patents (1976-2016). Predict the reactants needed to synthesize the given product. (1) Given the product [Br:1][C:2]1[CH:3]=[CH:4][C:5]2[C:11]3[S:12][C:13]([C:15]([N:17]([C:19]4[CH:28]=[CH:27][C:22]([C:23]([OH:25])=[O:24])=[CH:21][C:20]=4[Cl:29])[CH3:18])=[O:16])=[CH:14][C:10]=3[CH2:9][CH2:8][O:7][C:6]=2[CH:30]=1, predict the reactants needed to synthesize it. The reactants are: [Br:1][C:2]1[CH:3]=[CH:4][C:5]2[C:11]3[S:12][C:13]([C:15]([N:17]([C:19]4[CH:28]=[CH:27][C:22]([C:23]([O:25]C)=[O:24])=[CH:21][C:20]=4[Cl:29])[CH3:18])=[O:16])=[CH:14][C:10]=3[CH2:9][CH2:8][O:7][C:6]=2[CH:30]=1.O.[OH-].[Li+]. (2) Given the product [CH2:24]([NH:11][C@H:10]([C:9]([O:8][CH2:1][C:2]1[CH:3]=[CH:4][CH:5]=[CH:6][CH:7]=1)=[O:23])[CH2:12][C:13]([O:15][CH2:16][C:17]1[CH:18]=[CH:19][CH:20]=[CH:21][CH:22]=1)=[O:14])[C:25]1[CH:30]=[CH:29][CH:28]=[CH:27][CH:26]=1, predict the reactants needed to synthesize it. The reactants are: [CH2:1]([O:8][C:9](=[O:23])[C@H:10]([CH2:12][C:13]([O:15][CH2:16][C:17]1[CH:22]=[CH:21][CH:20]=[CH:19][CH:18]=1)=[O:14])[NH2:11])[C:2]1[CH:7]=[CH:6][CH:5]=[CH:4][CH:3]=1.[CH:24](=O)[C:25]1[CH:30]=[CH:29][CH:28]=[CH:27][CH:26]=1.C(O)(=O)C.C([BH3-])#N.[Na+]. (3) Given the product [F:31][C:32]([F:51])([F:50])[S:33]([O:18][C:15]1[CH2:14][CH2:13][N:12]([C:9]2[CH:10]=[CH:11][C:6]3[N:7]([C:3]([C:2]([F:1])([F:19])[F:20])=[N:4][N:5]=3)[N:8]=2)[CH2:17][CH:16]=1)(=[O:35])=[O:34], predict the reactants needed to synthesize it. The reactants are: [F:1][C:2]([F:20])([F:19])[C:3]1[N:7]2[N:8]=[C:9]([N:12]3[CH2:17][CH2:16][C:15](=[O:18])[CH2:14][CH2:13]3)[CH:10]=[CH:11][C:6]2=[N:5][N:4]=1.C[Si]([N-][Si](C)(C)C)(C)C.[Li+].[F:31][C:32]([F:51])([F:50])[S:33](N(C1C=CC=CC=1)[S:33]([C:32]([F:51])([F:50])[F:31])(=[O:35])=[O:34])(=[O:35])=[O:34].C(Cl)Cl. (4) Given the product [Br:1][C:2]1[CH:9]=[CH:8][CH:7]=[CH:6][C:3]=1[CH:4]([C:14]1[CH:15]=[CH:16][C:11]([Cl:10])=[CH:12][CH:13]=1)[OH:5], predict the reactants needed to synthesize it. The reactants are: [Br:1][C:2]1[CH:9]=[CH:8][CH:7]=[CH:6][C:3]=1[CH:4]=[O:5].[Cl:10][C:11]1[CH:16]=[CH:15][C:14]([Mg]Br)=[CH:13][CH:12]=1.[Cl-].[NH4+]. (5) Given the product [C:9]([C:13]1[O:17][N:16]=[C:15]([NH:18][C:19]([C@@H:21]2[CH2:25][C@@H:24]([OH:26])[CH2:23][N:22]2[C:6]2[CH:5]=[CH:4][N:3]=[C:2]([Cl:1])[N:7]=2)=[O:20])[CH:14]=1)([CH3:12])([CH3:10])[CH3:11], predict the reactants needed to synthesize it. The reactants are: [Cl:1][C:2]1[N:7]=[C:6](Cl)[CH:5]=[CH:4][N:3]=1.[C:9]([C:13]1[O:17][N:16]=[C:15]([NH:18][C:19]([C@@H:21]2[CH2:25][C@@H:24]([OH:26])[CH2:23][NH:22]2)=[O:20])[CH:14]=1)([CH3:12])([CH3:11])[CH3:10].Cl.C(N(C(C)C)CC)(C)C.